From a dataset of Reaction yield outcomes from USPTO patents with 853,638 reactions. Predict the reaction yield, written as a fraction of the theoretical maximum amount of product (1.0 means a 100% yield; for example, 0.34 means a 34% yield). (1) The reactants are C([O:5][C:6](=[O:18])[CH2:7][NH:8][C:9](=[O:17])[C:10]1[CH:15]=[CH:14][C:13]([OH:16])=[CH:12][CH:11]=1)(C)(C)C.[F:19][C:20]([F:31])([F:30])[C:21]1[CH:26]=[CH:25][C:24]([CH2:27][CH2:28]O)=[CH:23][CH:22]=1. No catalyst specified. The product is [F:19][C:20]([F:30])([F:31])[C:21]1[CH:22]=[CH:23][C:24]([CH2:27][CH2:28][O:16][C:13]2[CH:12]=[CH:11][C:10]([C:9]([NH:8][CH2:7][C:6]([OH:5])=[O:18])=[O:17])=[CH:15][CH:14]=2)=[CH:25][CH:26]=1. The yield is 1.00. (2) The catalyst is CN1CCCC1=O. The reactants are [C:1]([C:3]1[CH:4]=[C:5]2[C:10](=[CH:11][C:12]=1F)[O:9][CH2:8][CH2:7][CH:6]2[C:14]([OH:16])=[O:15])#[N:2].C([O-])([O-])=O.[K+].[K+].[Cl:23][C:24]1[CH:41]=[C:40]([Cl:42])[CH:39]=[CH:38][C:25]=1[CH2:26][CH2:27][NH:28][C:29](=[O:37])[C:30]1[CH:35]=[CH:34][C:33]([OH:36])=[CH:32][CH:31]=1. The yield is 0.0520. The product is [Cl:23][C:24]1[CH:41]=[C:40]([Cl:42])[CH:39]=[CH:38][C:25]=1[CH2:26][CH2:27][NH:28][C:29]([C:30]1[CH:35]=[CH:34][C:33]([O:36][C:12]2[CH:11]=[C:10]3[C:5]([CH:6]([C:14]([OH:16])=[O:15])[CH2:7][CH2:8][O:9]3)=[CH:4][C:3]=2[C:1]#[N:2])=[CH:32][CH:31]=1)=[O:37]. (3) The reactants are [Si:1]([O:8][C@@H:9]1[C:17]2[C:12](=[C:13]([C:18]3[S:22][C:21]([C:23]4[CH:24]=[CH:25][C:26](F)=[C:27]([CH:30]=4)[C:28]#[N:29])=[N:20][CH:19]=3)[CH:14]=[CH:15][CH:16]=2)[CH2:11][CH2:10]1)([C:4]([CH3:7])([CH3:6])[CH3:5])([CH3:3])[CH3:2].[CH3:32][CH:33]([CH3:35])[O-:34].[Na+]. The catalyst is CC(O)C. The product is [Si:1]([O:8][C@@H:9]1[C:17]2[C:12](=[C:13]([C:18]3[S:22][C:21]([C:23]4[CH:24]=[CH:25][C:26]([O:34][CH:33]([CH3:35])[CH3:32])=[C:27]([CH:30]=4)[C:28]#[N:29])=[N:20][CH:19]=3)[CH:14]=[CH:15][CH:16]=2)[CH2:11][CH2:10]1)([C:4]([CH3:7])([CH3:6])[CH3:5])([CH3:3])[CH3:2]. The yield is 0.880. (4) The reactants are [CH3:1][O:2][C:3]1[CH:4]=[C:5]2[C:10](=[CH:11][CH:12]=1)[N:9]=[C:8]([CH3:13])[CH:7]=[N:6]2. The catalyst is C1(C)C=CC=CC=1. The product is [CH3:1][O:2][C:3]1[CH:4]=[C:5]2[C:10](=[CH:11][CH:12]=1)[NH:9][C@@H:8]([CH3:13])[CH2:7][NH:6]2. The yield is 0.990. (5) The reactants are [NH:1]1[CH:5]=[C:4]([C:6]2[C:7]3[N:8]([N:12]=[C:13]([NH:15][C:16]4[CH:25]=[CH:24][C:19]([C:20]([O:22][CH3:23])=[O:21])=[CH:18][CH:17]=4)[N:14]=3)[CH:9]=[CH:10][CH:11]=2)[CH:3]=[N:2]1.[CH:26]1(Br)[CH2:30][CH2:29][CH2:28][CH2:27]1.C(=O)([O-])[O-].[Cs+].[Cs+]. The catalyst is CN(C)C=O.C(OCC)(=O)C. The product is [CH:26]1([N:1]2[CH:5]=[C:4]([C:6]3[C:7]4[N:8]([N:12]=[C:13]([NH:15][C:16]5[CH:25]=[CH:24][C:19]([C:20]([O:22][CH3:23])=[O:21])=[CH:18][CH:17]=5)[N:14]=4)[CH:9]=[CH:10][CH:11]=3)[CH:3]=[N:2]2)[CH2:30][CH2:29][CH2:28][CH2:27]1. The yield is 0.450. (6) The reactants are CC1(C)[O:6][C@H:5]([CH2:7][C:8]2[CH:9]=[C:10]([F:28])[C:11]([N:14]3[CH2:19][CH2:18][N:17](C(OC(C)(C)C)=O)[C@H:16]([CH3:27])[CH2:15]3)=[N:12][CH:13]=2)[CH2:4][O:3]1.Cl.O1CCOCC1.CO. The product is [F:28][C:10]1[CH:9]=[C:8]([CH2:7][C@@H:5]([OH:6])[CH2:4][OH:3])[CH:13]=[N:12][C:11]=1[N:14]1[CH2:19][CH2:18][NH:17][C@H:16]([CH3:27])[CH2:15]1. The yield is 0.860. The catalyst is ClCCl.CCOCC. (7) The reactants are [C:1]([C:3]1[CH:8]=[CH:7][C:6]([N:9]([CH2:15][C:16]2[O:20][C:19]([C:21](OCC)=[O:22])=[CH:18][CH:17]=2)[CH2:10][C:11]([F:14])([F:13])[F:12])=[CH:5][C:4]=1[C:26]([F:29])([F:28])[F:27])#[N:2].[Li+].[BH4-].O.Cl. The catalyst is C1COCC1. The product is [OH:22][CH2:21][C:19]1[O:20][C:16]([CH2:15][N:9]([CH2:10][C:11]([F:14])([F:12])[F:13])[C:6]2[CH:7]=[CH:8][C:3]([C:1]#[N:2])=[C:4]([C:26]([F:27])([F:28])[F:29])[CH:5]=2)=[CH:17][CH:18]=1. The yield is 0.900.